This data is from Full USPTO retrosynthesis dataset with 1.9M reactions from patents (1976-2016). The task is: Predict the reactants needed to synthesize the given product. (1) The reactants are: [Cl:1][C:2]1[CH:3]=[C:4](B(O)O)[CH:5]=[CH:6][C:7]=1[O:8][CH3:9].[C:13]([O:17][C:18]([N:20]1[CH2:25][CH2:24][CH:23]([C:26](SC2C=CC=CC=2)=[O:27])[CH2:22][CH2:21]1)=[O:19])([CH3:16])([CH3:15])[CH3:14]. Given the product [C:13]([O:17][C:18]([N:20]1[CH2:25][CH2:24][CH:23]([C:26](=[O:27])[C:4]2[CH:5]=[CH:6][C:7]([O:8][CH3:9])=[C:2]([Cl:1])[CH:3]=2)[CH2:22][CH2:21]1)=[O:19])([CH3:16])([CH3:15])[CH3:14], predict the reactants needed to synthesize it. (2) The reactants are: [CH3:1][O:2][C:3]1[CH:30]=[CH:29][C:6]([CH2:7][N:8]2[C:12]([C:13](O)=[O:14])=[C:11]([C:16]3[N:17]=[C:18]([NH:21][C:22]4[N:27]=[C:26]([CH3:28])[CH:25]=[CH:24][N:23]=4)[S:19][CH:20]=3)[CH:10]=[N:9]2)=[CH:5][CH:4]=1.C[CH2:32][N:33]=C=NCCCN(C)C.Cl.Cl.CN.O.N1(O)C2C=CC=CC=2N=N1. Given the product [CH3:1][O:2][C:3]1[CH:30]=[CH:29][C:6]([CH2:7][N:8]2[C:12]([C:13]([NH:33][CH3:32])=[O:14])=[C:11]([C:16]3[N:17]=[C:18]([NH:21][C:22]4[N:27]=[C:26]([CH3:28])[CH:25]=[CH:24][N:23]=4)[S:19][CH:20]=3)[CH:10]=[N:9]2)=[CH:5][CH:4]=1, predict the reactants needed to synthesize it. (3) Given the product [C:2]([C:3]1[N:14]([CH3:15])[C:6]2[C:5]([CH:4]=1)=[CH:10][C:9]([N+:11]([O-:13])=[O:12])=[CH:8][CH:7]=2)([CH3:17])([CH3:16])[CH3:1], predict the reactants needed to synthesize it. The reactants are: [CH3:1][C:2]([CH3:17])([CH3:16])[C:3]#[C:4][C:5]1[CH:10]=[C:9]([N+:11]([O-:13])=[O:12])[CH:8]=[CH:7][C:6]=1[NH:14][CH3:15].CCCC[N+](CCCC)(CCCC)CCCC.[F-]. (4) Given the product [O:11]=[C:6]1[C:5]2([CH2:16][CH2:15][CH2:14][CH2:13][CH2:12]2)[C:4]2[C:8](=[CH:9][CH:10]=[C:2]([C:20]3[N:21]([C:25]([O:27][C:28]([CH3:31])([CH3:30])[CH3:29])=[O:26])[CH:22]=[CH:23][CH:24]=3)[CH:3]=2)[NH:7]1, predict the reactants needed to synthesize it. The reactants are: Br[C:2]1[CH:3]=[C:4]2[C:8](=[CH:9][CH:10]=1)[NH:7][C:6](=[O:11])[C:5]12[CH2:16][CH2:15][CH2:14][CH2:13][CH2:12]1.B([C:20]1[N:21]([C:25]([O:27][C:28]([CH3:31])([CH3:30])[CH3:29])=[O:26])[CH:22]=[CH:23][CH:24]=1)(O)O.C([O-])([O-])=O.[K+].[K+]. (5) Given the product [CH3:64][C@H:63]([CH2:66][C:2]1[S:3][C:4]([C:7]2[CH:8]=[C:9]([NH:14][C:15]3[N:20]=[C:19]([C:21]([F:24])([F:23])[F:22])[CH:18]=[CH:17][N:16]=3)[CH:10]=[C:11]([CH3:13])[CH:12]=2)=[CH:5][N:6]=1)[C:62]([O:61][CH3:60])=[O:67], predict the reactants needed to synthesize it. The reactants are: Br[C:2]1[S:3][C:4]([C:7]2[CH:8]=[C:9]([NH:14][C:15]3[N:20]=[C:19]([C:21]([F:24])([F:23])[F:22])[CH:18]=[CH:17][N:16]=3)[CH:10]=[C:11]([CH3:13])[CH:12]=2)=[CH:5][N:6]=1.C1(P(C2CCCCC2)C2C=CC=CC=2C2C(OC)=CC=CC=2OC)CCCCC1.C1COCC1.[Br-].[CH3:60][O:61][C:62](=[O:67])[C@H:63]([CH3:66])[CH2:64][Zn+]. (6) Given the product [C:19]1([C:10]2[CH:11]=[C:12]([C:15]([F:16])([F:17])[F:18])[CH:13]=[CH:14][C:9]=2[O:8][CH2:7][C:1]2[CH:6]=[CH:5][CH:4]=[CH:3][CH:2]=2)[CH2:24][CH2:23][CH2:22][CH2:21][CH:20]=1, predict the reactants needed to synthesize it. The reactants are: [C:1]1([CH2:7][O:8][C:9]2[CH:14]=[CH:13][C:12]([C:15]([F:18])([F:17])[F:16])=[CH:11][C:10]=2[C:19]2(O)[CH2:24][CH2:23][CH2:22][CH2:21][CH2:20]2)[CH:6]=[CH:5][CH:4]=[CH:3][CH:2]=1.C1(C)C=CC(S(O)(=O)=O)=CC=1. (7) Given the product [Cl:12][CH2:11][CH2:10][N:5]1[CH:6]=[C:2]([I:1])[N:3]=[CH:4]1, predict the reactants needed to synthesize it. The reactants are: [I:1][C:2]1[N:3]=[CH:4][NH:5][CH:6]=1.[H-].[Na+].Br[CH2:10][CH2:11][Cl:12]. (8) Given the product [N:21]1[CH:22]=[CH:23][CH:24]=[C:19]([C:16]2[N:15]=[C:14]([CH2:13][NH:11][C:8]34[CH2:10][CH:4]5[CH2:5][CH:6]([CH2:1][CH:2]([CH2:3]5)[CH2:9]3)[CH2:7]4)[O:18][N:17]=2)[CH:20]=1, predict the reactants needed to synthesize it. The reactants are: [CH2:1]1[CH:6]2[CH2:7][C:8]3([NH2:11])[CH2:10][CH:4]([CH2:5]2)[CH2:3][CH:2]1[CH2:9]3.Cl[CH2:13][C:14]1[O:18][N:17]=[C:16]([C:19]2[CH:20]=[N:21][CH:22]=[CH:23][CH:24]=2)[N:15]=1. (9) Given the product [O:1]1[CH2:6][CH2:5][O:4][C:3]2[CH:7]=[C:8]([C:11]([NH:13][C:14]3[CH:35]=[CH:34][C:17]([CH2:18][N:19]4[C:27]5[C:22](=[CH:23][CH:24]=[CH:25][CH:26]=5)[C:21]([CH2:28][C:29]([OH:31])=[O:30])=[N:20]4)=[CH:16][CH:15]=3)=[O:12])[CH:9]=[CH:10][C:2]1=2, predict the reactants needed to synthesize it. The reactants are: [O:1]1[CH2:6][CH2:5][O:4][C:3]2[CH:7]=[C:8]([C:11]([NH:13][C:14]3[CH:35]=[CH:34][C:17]([CH2:18][N:19]4[C:27]5[C:22](=[CH:23][CH:24]=[CH:25][CH:26]=5)[C:21]([CH2:28][C:29]([O:31]CC)=[O:30])=[N:20]4)=[CH:16][CH:15]=3)=[O:12])[CH:9]=[CH:10][C:2]1=2.O.[OH-].[Li+].O.Cl. (10) Given the product [CH2:1]([O:8][C:9]1[CH:10]=[C:11]([CH:15]2[CH2:19][N:18]([C:22]3[CH:23]=[C:24]([CH:27]=[CH:28][CH:29]=3)[C:25]#[N:26])[C:17](=[O:20])[CH2:16]2)[CH:12]=[CH:13][CH:14]=1)[C:2]1[CH:3]=[CH:4][CH:5]=[CH:6][CH:7]=1, predict the reactants needed to synthesize it. The reactants are: [CH2:1]([O:8][C:9]1[CH:10]=[C:11]([CH:15]2[CH2:19][NH:18][C:17](=[O:20])[CH2:16]2)[CH:12]=[CH:13][CH:14]=1)[C:2]1[CH:7]=[CH:6][CH:5]=[CH:4][CH:3]=1.Br[C:22]1[CH:23]=[C:24]([CH:27]=[CH:28][CH:29]=1)[C:25]#[N:26].P([O-])([O-])([O-])=O.[K+].[K+].[K+].[C@@H]1(N)CCCC[C@H]1N.